The task is: Regression. Given a peptide amino acid sequence and an MHC pseudo amino acid sequence, predict their binding affinity value. This is MHC class I binding data.. This data is from Peptide-MHC class I binding affinity with 185,985 pairs from IEDB/IMGT. (1) The peptide sequence is APERQRLLP. The MHC is HLA-B27:05 with pseudo-sequence HLA-B27:05. The binding affinity (normalized) is 0. (2) The peptide sequence is RYPGVMYAF. The MHC is HLA-A26:03 with pseudo-sequence HLA-A26:03. The binding affinity (normalized) is 0.0847. (3) The peptide sequence is TFGRETVIEYL. The MHC is Patr-A0901 with pseudo-sequence Patr-A0901. The binding affinity (normalized) is 0.273.